Dataset: Forward reaction prediction with 1.9M reactions from USPTO patents (1976-2016). Task: Predict the product of the given reaction. (1) Given the reactants [C:1]([O:5][C:6]([NH:8][CH2:9][C:10]([CH3:16])([CH3:15])[CH2:11][C:12]([OH:14])=[O:13])=[O:7])([CH3:4])([CH3:3])[CH3:2].[N+:17]([C:20]1[CH:25]=[CH:24][C:23](O)=[CH:22][CH:21]=1)([O-:19])=[O:18].C1CCC(N=C=NC2CCCCC2)CC1, predict the reaction product. The product is: [C:1]([O:5][C:6]([NH:8][CH2:9][C:10]([CH3:16])([CH3:15])[CH2:11][C:12]([O:14][C:23]1[CH:24]=[CH:25][C:20]([N+:17]([O-:19])=[O:18])=[CH:21][CH:22]=1)=[O:13])=[O:7])([CH3:4])([CH3:2])[CH3:3]. (2) Given the reactants [C:1]([Li])([CH3:4])([CH3:3])[CH3:2].Br[C:7]1[CH:19]=[CH:18][C:17]2[C:16]3[C:11](=[CH:12][C:13](Br)=[CH:14][CH:15]=3)[C:10]3([C:32]4[CH:31]=[C:30](Br)[CH:29]=[CH:28][C:27]=4[C:26]4[C:21]3=[CH:22][C:23](Br)=[CH:24][CH:25]=4)[C:9]=2[CH:8]=1.F[B:36]([C:46]1[C:51]([CH3:52])=[CH:50][C:49]([CH3:53])=[CH:48][C:47]=1[CH3:54])[C:37]1[C:42]([CH3:43])=[CH:41][C:40]([CH3:44])=[CH:39][C:38]=1[CH3:45], predict the reaction product. The product is: [C:1]1([CH3:4])[CH:3]=[C:51]([CH3:50])[CH:46]=[C:47]([CH3:48])[C:2]=1[B:36]([C:37]1[C:42]([CH3:43])=[CH:41][C:40]([CH3:44])=[CH:39][C:38]=1[CH3:45])[C:7]1[CH:19]=[CH:18][C:17]2[C:16]3[C:11](=[CH:12][C:13]([B:36]([C:46]4[C:51]([CH3:52])=[CH:50][C:49]([CH3:53])=[CH:48][C:47]=4[CH3:54])[C:37]4[C:42]([CH3:43])=[CH:41][C:40]([CH3:44])=[CH:39][C:38]=4[CH3:45])=[CH:14][CH:15]=3)[C:10]3([C:32]4[CH:31]=[C:30]([B:36]([C:46]5[C:47]([CH3:54])=[CH:48][C:49]([CH3:53])=[CH:50][C:51]=5[CH3:52])[C:37]5[C:42]([CH3:43])=[CH:41][C:40]([CH3:44])=[CH:39][C:38]=5[CH3:45])[CH:29]=[CH:28][C:27]=4[C:26]4[C:21]3=[CH:22][C:23]([B:36]([C:46]3[C:47]([CH3:54])=[CH:48][C:49]([CH3:53])=[CH:50][C:51]=3[CH3:52])[C:37]3[C:42]([CH3:43])=[CH:41][C:40]([CH3:44])=[CH:39][C:38]=3[CH3:45])=[CH:24][CH:25]=4)[C:9]=2[CH:8]=1. (3) Given the reactants [CH:1]12[CH2:10][CH:5]3[CH2:6][CH:7]([CH2:9][CH:3]([CH2:4]3)[CH:2]1[NH:11][C:12](=[O:29])[CH2:13][N:14]1[S:19](=[O:21])(=[O:20])[N:18](C(OC(C)(C)C)=O)[CH2:17][CH2:16][CH2:15]1)[CH2:8]2.[ClH:30], predict the reaction product. The product is: [ClH:30].[CH:1]12[CH2:10][CH:5]3[CH2:6][CH:7]([CH2:9][CH:3]([CH2:4]3)[CH:2]1[NH:11][C:12](=[O:29])[CH2:13][N:14]1[CH2:15][CH2:16][CH2:17][NH:18][S:19]1(=[O:21])=[O:20])[CH2:8]2. (4) Given the reactants N1CCCC1.[C:6]([NH2:10])([CH3:9])([CH3:8])[CH3:7].[CH3:11][CH2:12][C@@H:13]([C:15]([O:17][C@@H:18]1[C@@H:23]2[C@@H:24]([CH2:29][CH2:30][C@H:31]3[O:37][C:35](=[O:36])[CH2:34][C@H:33]([OH:38])[CH2:32]3)[C@@H:25]([CH3:28])[CH:26]=[CH:27][C:22]2=[CH:21][C@H:20]([CH3:39])[CH2:19]1)=[O:16])[CH3:14].CI, predict the reaction product. The product is: [CH3:11][CH2:12][C@@H:13]([C:15]([O:17][C@@H:18]1[C@@H:23]2[C@@H:24]([CH2:29][CH2:30][C@H:31]3[O:37][C:35](=[O:36])[CH2:34][C@H:33]([OH:38])[CH2:32]3)[C@@H:25]([CH3:28])[CH:26]=[CH:27][C:22]2=[CH:21][C@H:20]([CH3:39])[CH2:19]1)=[O:16])[CH3:14].[C:6]([NH2:10])([CH3:9])([CH3:8])[CH3:7]. (5) Given the reactants [Br:1][C:2]1[CH:7]=[CH:6][C:5]([S:8](Cl)(=[O:10])=[O:9])=[C:4]([O:12][C:13]([F:16])([F:15])[F:14])[CH:3]=1.[CH3:17][N:18]1[CH2:23][CH2:22][NH:21][CH2:20][CH2:19]1, predict the reaction product. The product is: [Br:1][C:2]1[CH:7]=[CH:6][C:5]([S:8]([N:21]2[CH2:22][CH2:23][N:18]([CH3:17])[CH2:19][CH2:20]2)(=[O:10])=[O:9])=[C:4]([O:12][C:13]([F:16])([F:15])[F:14])[CH:3]=1. (6) Given the reactants [O:1]1[CH:5]=[CH:4][CH:3]=[C:2]1B(O)O.Cl[C:10]1[CH:15]=[C:14](Cl)[N:13]=[CH:12][N:11]=1.[IH:17], predict the reaction product. The product is: [I:17][C:10]1[CH:15]=[C:14]([C:2]2[O:1][CH:5]=[CH:4][CH:3]=2)[N:13]=[CH:12][N:11]=1.